This data is from Forward reaction prediction with 1.9M reactions from USPTO patents (1976-2016). The task is: Predict the product of the given reaction. (1) Given the reactants C(OC(=O)[N:7]([CH:19]1[CH2:24][CH2:23][N:22]([CH2:25][CH2:26][N:27]2[C:36]3[C:31](=[C:32]([Cl:37])[CH:33]=[CH:34][CH:35]=3)[CH:30]=[CH:29][C:28]2=[O:38])[CH2:21][CH2:20]1)[CH2:8][C:9]1[CH:18]=[CH:17][C:12]2[O:13][CH2:14][CH2:15][O:16][C:11]=2[CH:10]=1)(C)(C)C.Cl.O1CCOCC1, predict the reaction product. The product is: [ClH:37].[Cl:37][C:32]1[CH:33]=[CH:34][CH:35]=[C:36]2[C:31]=1[CH:30]=[CH:29][C:28](=[O:38])[N:27]2[CH2:26][CH2:25][N:22]1[CH2:23][CH2:24][CH:19]([NH:7][CH2:8][C:9]2[CH:18]=[CH:17][C:12]3[O:13][CH2:14][CH2:15][O:16][C:11]=3[CH:10]=2)[CH2:20][CH2:21]1. (2) The product is: [CH2:1]([N:8]1[CH2:15][CH2:14][C:13]2([C:17]3[CH:18]=[C:19]([NH:23][S:25]([CH3:24])(=[O:27])=[O:26])[CH:20]=[CH:21][CH:22]=3)[CH2:16][CH:9]1[CH2:10][CH2:11][CH2:12]2)[C:2]1[CH:3]=[CH:4][CH:5]=[CH:6][CH:7]=1. Given the reactants [CH2:1]([N:8]1[CH2:15][CH2:14][C:13]2([C:17]3[CH:18]=[C:19]([NH2:23])[CH:20]=[CH:21][CH:22]=3)[CH2:16][CH:9]1[CH2:10][CH2:11][CH2:12]2)[C:2]1[CH:7]=[CH:6][CH:5]=[CH:4][CH:3]=1.[CH3:24][S:25](Cl)(=[O:27])=[O:26].O, predict the reaction product. (3) Given the reactants [CH2:1]([NH2:4])[CH2:2][NH2:3].N1C=CC=CC=1.C1COCC1.[Cl:16][C:17]1[CH:22]=[CH:21][CH:20]=[CH:19][C:18]=1[N:23]1[C:27](=[O:28])[NH:26][N:25]=[C:24]1[C:29]1[S:45][C:32]2[C:33]3[CH:41]=[CH:40][C:39]([C:42](Cl)=[O:43])=[CH:38][C:34]=3[O:35][CH2:36][CH2:37][C:31]=2[CH:30]=1, predict the reaction product. The product is: [NH2:3][CH2:2][CH2:1][NH:4][C:42]([C:39]1[CH:40]=[CH:41][C:33]2[C:32]3[S:45][C:29]([C:24]4[N:23]([C:18]5[CH:19]=[CH:20][CH:21]=[CH:22][C:17]=5[Cl:16])[C:27](=[O:28])[NH:26][N:25]=4)=[CH:30][C:31]=3[CH2:37][CH2:36][O:35][C:34]=2[CH:38]=1)=[O:43]. (4) Given the reactants [OH:1][CH:2]=[CH:3][C:4](=[O:9])[CH:5]=[C:6]([CH3:8])[CH3:7].S([O-])([O-])(=O)=O.S(=O)(=O)(O)O.[OH-].[Na+], predict the reaction product. The product is: [CH3:7][C:6]1([CH3:8])[CH2:5][C:4](=[O:9])[CH:3]=[CH:2][O:1]1. (5) Given the reactants [Br:1][C:2]1[C:3](N)=[N:4][CH:5]=[C:6]([CH3:8])[CH:7]=1.[ClH:10].N([O-])=O.[Na+].N, predict the reaction product. The product is: [Br:1][C:2]1[C:3]([Cl:10])=[N:4][CH:5]=[C:6]([CH3:8])[CH:7]=1. (6) Given the reactants [H-].[Na+].[Br:3][C:4]1[C:5]2[CH:13]=[CH:12][N:11]([S:14]([C:17]3[CH:23]=[CH:22][C:20]([CH3:21])=[CH:19][CH:18]=3)(=[O:16])=[O:15])[C:6]=2[C:7](=[O:10])[NH:8][CH:9]=1.I[CH3:25].O, predict the reaction product. The product is: [Br:3][C:4]1[C:5]2[CH:13]=[CH:12][N:11]([S:14]([C:17]3[CH:23]=[CH:22][C:20]([CH3:21])=[CH:19][CH:18]=3)(=[O:16])=[O:15])[C:6]=2[C:7](=[O:10])[N:8]([CH3:25])[CH:9]=1.